Dataset: hERG potassium channel inhibition data for cardiac toxicity prediction from Karim et al.. Task: Regression/Classification. Given a drug SMILES string, predict its toxicity properties. Task type varies by dataset: regression for continuous values (e.g., LD50, hERG inhibition percentage) or binary classification for toxic/non-toxic outcomes (e.g., AMES mutagenicity, cardiotoxicity, hepatotoxicity). Dataset: herg_karim. (1) The compound is CNC1CCN(c2ccc(-n3cnn4cc(-c5ccc(Cl)cc5)cc4c3=O)cn2)C1. The result is 1 (blocker). (2) The drug is CC[C@H]1CN2CCC3(C(=O)Nc4ccccc43)C2C[C@@H]1/C(=C\OC)C(=O)OC. The result is 0 (non-blocker). (3) The molecule is CC(C)OC(=O)C1=CN(C(=O)c2ccc(OCCN3CCOCC3)cc2)CC(C)(C)c2c1[nH]c1cc(F)ccc21. The result is 0 (non-blocker). (4) The compound is CN1CCC(COCc2cc(C(F)(F)F)cc(C3CC3)n2)(c2ccc(Cl)cc2)CC1. The result is 1 (blocker). (5) The compound is O=C(NCC(=O)N1CC[C@H](N[C@H]2CC[C@@](O)(c3ccc(-c4nccs4)cn3)CC2)C1)c1cccc(C(F)(F)F)c1. The result is 0 (non-blocker).